Predict the reaction yield, written as a fraction of the theoretical maximum amount of product (1.0 means a 100% yield; for example, 0.34 means a 34% yield). From a dataset of Reaction yield outcomes from USPTO patents with 853,638 reactions. (1) The reactants are [NH:1]1[CH:5]=[CH:4][C:3]([NH2:6])=[N:2]1.[H-].[Na+].[C:9](O[C:9]([O:11][C:12]([CH3:15])([CH3:14])[CH3:13])=[O:10])([O:11][C:12]([CH3:15])([CH3:14])[CH3:13])=[O:10]. The catalyst is CN(C=O)C.C(=O)([O-])O.[Na+].C(OCC)(=O)C. The product is [NH2:6][C:3]1[CH:4]=[CH:5][N:1]([C:9]([O:11][C:12]([CH3:15])([CH3:14])[CH3:13])=[O:10])[N:2]=1. The yield is 0.180. (2) The yield is 0.480. The product is [OH:24][C@H:22]1[C@:21]2([O:25][CH3:26])[C@@:8]([OH:45])([C:9](=[O:44])[C:10]3[C:19]([C:20]2=[O:27])=[C:18]([OH:28])[C:17]2[C:16](=[O:29])[CH:15]=[C:14]([NH:30][C@@H:31]4[C@H:36]([O:37][CH3:38])[C@H:35]([OH:39])[C@@H:34]([O:40][CH3:41])[C@H:33]([CH3:42])[O:32]4)[C:13](=[O:43])[C:12]=2[CH:11]=3)[C:7]2[C:2]([O:1][CH3:51])=[C:3]([C:47]([O:49][CH3:50])=[O:48])[C:4]([CH3:46])=[CH:5][C:6]=2[CH2:23]1. No catalyst specified. The reactants are [OH:1][C:2]1[C:7]2[C@@:8]3([OH:45])[C@@:21]([O:25][CH3:26])([C@H:22]([OH:24])[CH2:23][C:6]=2[CH:5]=[C:4]([CH3:46])[C:3]=1[C:47]([O:49][CH3:50])=[O:48])[C:20](=[O:27])[C:19]1[C:10](=[CH:11][C:12]2[C:13](=[O:43])[C:14]([NH:30][C@@H:31]4[C@H:36]([O:37][CH3:38])[C@H:35]([OH:39])[C@@H:34]([O:40][CH3:41])[C@H:33]([CH3:42])[O:32]4)=[CH:15][C:16](=[O:29])[C:17]=2[C:18]=1[OH:28])[C:9]3=[O:44].[C:51](=O)([O-])[O-].[K+].[K+].IC. (3) The reactants are Br[C:2]1[CH:3]=[C:4]2[C:9](=[CH:10][CH:11]=1)[N:8]=[CH:7][N:6]=[C:5]2[N:12]1[CH2:17][CH2:16][O:15][CH2:14][CH2:13]1.B1(B2OC(C)(C)C(C)(C)O2)OC(C)(C)C(C)(C)O1.[C:36]([O-:39])(=[O:38])[CH3:37].[K+].Br[C:42]1[CH:43]=[C:44]([NH:48][S:49]([CH2:52][CH2:53][N:54]2C(=O)C3[C:56](=[CH:57][CH:58]=[CH:59][CH:60]=3)[C:55]2=[O:64])(=[O:51])=[O:50])[CH:45]=[N:46][CH:47]=1.C(=O)([O-])[O-].[K+].[K+].Cl. The catalyst is O1CCOCC1.O. The product is [N:12]1([C:5]2[C:4]3[C:9](=[CH:10][CH:11]=[C:2]([C:42]4[CH:43]=[C:44]([NH:48][S:49]([CH2:52][CH2:53][NH:54][C:55]([C:56]5[CH:57]=[CH:58][CH:59]=[CH:60][C:37]=5[C:36]([OH:39])=[O:38])=[O:64])(=[O:50])=[O:51])[CH:45]=[N:46][CH:47]=4)[CH:3]=3)[N:8]=[CH:7][N:6]=2)[CH2:17][CH2:16][O:15][CH2:14][CH2:13]1. The yield is 0.300. (4) The reactants are [CH:1]1[C:10]2[C:5](=[CH:6][CH:7]=[CH:8][CH:9]=2)[CH:4]=[CH:3][C:2]=1[O:11][C:12]1[CH:20]=[CH:19][C:15]([C:16](O)=[O:17])=[CH:14][CH:13]=1.C(Cl)(=O)C(Cl)=O.[NH2:27][C:28]1[CH:33]=[CH:32][CH:31]=[CH:30][C:29]=1[S:34]([NH2:37])(=[O:36])=[O:35].N1C=CC=CC=1. The catalyst is C(Cl)Cl.CN(C=O)C.O. The product is [CH:1]1[C:10]2[C:5](=[CH:6][CH:7]=[CH:8][CH:9]=2)[CH:4]=[CH:3][C:2]=1[O:11][C:12]1[CH:20]=[CH:19][C:15]([C:16]([NH:27][C:28]2[CH:33]=[CH:32][CH:31]=[CH:30][C:29]=2[S:34]([NH2:37])(=[O:35])=[O:36])=[O:17])=[CH:14][CH:13]=1. The yield is 0.540. (5) The reactants are N1([C:6](N2C=CN=C2)=[O:7])C=CN=C1.[CH:13]1([CH2:16][OH:17])[CH2:15][CH2:14]1.Cl.[F:19][C:20]1[CH:25]=[C:24]([S:26]([CH3:29])(=[O:28])=[O:27])[CH:23]=[CH:22][C:21]=1[N:30]1[C:34]2=[N:35][CH:36]=[N:37][C:38]([S:39][CH:40]3[CH2:45][CH2:44][NH:43][CH2:42][CH2:41]3)=[C:33]2[CH:32]=[N:31]1.C(N(CC)CC)C. The catalyst is CS(C)=O. The product is [CH:13]1([CH2:16][O:17][C:6]([N:43]2[CH2:42][CH2:41][CH:40]([S:39][C:38]3[N:37]=[CH:36][N:35]=[C:34]4[N:30]([C:21]5[CH:22]=[CH:23][C:24]([S:26]([CH3:29])(=[O:28])=[O:27])=[CH:25][C:20]=5[F:19])[N:31]=[CH:32][C:33]=34)[CH2:45][CH2:44]2)=[O:7])[CH2:15][CH2:14]1. The yield is 0.290. (6) The reactants are [CH3:1][O:2][C:3]([C:5]1[CH:6]=[CH:7][C:8]2[O:12][C:11]([C:13]([CH2:24][CH3:25])(C3C=CC(O)=C(C)C=3)[CH2:14][CH3:15])=[CH:10][C:9]=2[CH:26]=1)=[O:4].Br[CH2:28][C:29](=[O:34])[C:30]([CH3:33])([CH3:32])[CH3:31].[C:35]([O-:38])([O-])=O.[K+].[K+]. The catalyst is CC(C)=O. The product is [CH3:1][O:2][C:3]([C:5]1[CH:26]=[CH:9][C:8]2[O:12][C:11]([CH:13]([CH:14]([C:5]3[CH:6]=[CH:7][C:35]([O:38][CH2:28][C:29](=[O:34])[C:30]([CH3:33])([CH3:32])[CH3:31])=[C:9]([CH3:8])[CH:26]=3)[CH3:15])[CH2:24][CH3:25])=[CH:10][C:7]=2[CH:6]=1)=[O:4]. The yield is 0.900. (7) The reactants are [NH2:1][C@H:2]([C:7]([OH:9])=[O:8])[C:3]([CH3:6])([CH3:5])[CH3:4].[OH-].[Na+].Cl[C:13]([O:15][CH3:16])=[O:14]. The catalyst is O1CCOCC1. The product is [CH3:16][O:15][C:13]([NH:1][C@@H:2]([C:3]([CH3:6])([CH3:5])[CH3:4])[C:7]([OH:9])=[O:8])=[O:14]. The yield is 0.920.